Task: Predict the product of the given reaction.. Dataset: Forward reaction prediction with 1.9M reactions from USPTO patents (1976-2016) (1) The product is: [Cl:8][C:7]1[C:2]([N:14]2[CH2:13][CH2:12][NH:11][C@H:10]([CH3:9])[CH2:15]2)=[N:3][CH:4]=[CH:5][CH:6]=1. Given the reactants Cl[C:2]1[C:7]([Cl:8])=[CH:6][CH:5]=[CH:4][N:3]=1.[CH3:9][C@@H:10]1[CH2:15][NH:14][CH2:13][CH2:12][NH:11]1, predict the reaction product. (2) Given the reactants [F:1][C:2]1[CH:7]=[CH:6][C:5]([C:8]2[CH:13]=[CH:12][C:11]([C:14]([F:17])([F:16])[F:15])=[CH:10][CH:9]=2)=[CH:4][C:3]=1[CH2:18][NH2:19].[F:20][C:21]1[CH:26]=[CH:25][C:24]([S:27]([N:30]([CH2:34][C:35](O)=[O:36])[CH:31]([CH3:33])[CH3:32])(=[O:29])=[O:28])=[CH:23][CH:22]=1.CN(C(ON1N=NC2C=CC=NC1=2)=[N+](C)C)C.F[P-](F)(F)(F)(F)F.C(N(CC)C(C)C)(C)C.OS([O-])(=O)=O.[K+], predict the reaction product. The product is: [F:20][C:21]1[CH:22]=[CH:23][C:24]([S:27]([N:30]([CH:31]([CH3:33])[CH3:32])[CH2:34][C:35]([NH:19][CH2:18][C:3]2[CH:4]=[C:5]([C:8]3[CH:9]=[CH:10][C:11]([C:14]([F:16])([F:17])[F:15])=[CH:12][CH:13]=3)[CH:6]=[CH:7][C:2]=2[F:1])=[O:36])(=[O:28])=[O:29])=[CH:25][CH:26]=1.